From a dataset of Catalyst prediction with 721,799 reactions and 888 catalyst types from USPTO. Predict which catalyst facilitates the given reaction. (1) Product: [Cl:1][C:2]1[CH:9]=[C:8]([F:10])[C:5]([CH2:6][C:12]#[N:13])=[C:4]([F:11])[CH:3]=1. The catalyst class is: 40. Reactant: [Cl:1][C:2]1[CH:9]=[C:8]([F:10])[C:5]([CH2:6]Br)=[C:4]([F:11])[CH:3]=1.[C-:12]#[N:13].[K+]. (2) Reactant: Br[CH2:2][CH:3]=[C:4]([CH3:6])[CH3:5].[C:7]1(=[O:17])[NH:11][C:10](=[O:12])[C:9]2=[CH:13][CH:14]=[CH:15][CH:16]=[C:8]12. The catalyst class is: 3. Product: [CH3:5][C:4]([CH3:6])=[CH:3][CH2:2][N:11]1[C:7](=[O:17])[C:8]2[C:9](=[CH:13][CH:14]=[CH:15][CH:16]=2)[C:10]1=[O:12]. (3) Product: [Cl:21][C:18]1[CH:19]=[C:20]2[C:15](=[CH:16][CH:17]=1)[N:14]([CH2:30][C:31]([O:33][C:34]([CH3:37])([CH3:36])[CH3:35])=[O:32])[C:13]([CH3:22])=[C:12]2[C:5]1[C:6]2[C:11](=[CH:10][CH:9]=[CH:8][CH:7]=2)[C:2]([Cl:1])=[N:3][N:4]=1. The catalyst class is: 3. Reactant: [Cl:1][C:2]1[C:11]2[C:6](=[CH:7][CH:8]=[CH:9][CH:10]=2)[C:5]([C:12]2[C:20]3[C:15](=[CH:16][CH:17]=[C:18]([Cl:21])[CH:19]=3)[NH:14][C:13]=2[CH3:22])=[N:4][N:3]=1.C(=O)([O-])[O-].[K+].[K+].Br[CH2:30][C:31]([O:33][C:34]([CH3:37])([CH3:36])[CH3:35])=[O:32].O. (4) Reactant: [F:1][C:2]1[CH:22]=[C:21]([S:23]([CH3:26])(=[O:25])=[O:24])[C:20]([F:27])=[CH:19][C:3]=1[O:4][C@H:5]1[CH2:9][CH2:8][N:7]([CH:10]2[CH2:15][CH2:14][N:13]([C:16]#[N:17])[CH2:12][CH2:11]2)[C:6]1=[O:18].[NH2:28][OH:29]. Product: [F:1][C:2]1[CH:22]=[C:21]([S:23]([CH3:26])(=[O:25])=[O:24])[C:20]([F:27])=[CH:19][C:3]=1[O:4][C@H:5]1[CH2:9][CH2:8][N:7]([CH:10]2[CH2:11][CH2:12][N:13]([C:16](=[NH:17])[NH:28][OH:29])[CH2:14][CH2:15]2)[C:6]1=[O:18]. The catalyst class is: 14. (5) Reactant: [C:1]([O:4][C:5]([CH3:8])([CH3:7])[CH3:6])(=[O:3])[CH3:2].C[O:10][C:11]([C:13]1[CH:18]=[N:17][C:16]([NH:19][C:20](=[O:25])[C:21]([CH3:24])([CH3:23])[CH3:22])=[CH:15][N:14]=1)=O.C[Si]([N-][Si](C)(C)C)(C)C.[Li+]. Product: [C:5]([O:4][C:1](=[O:3])[CH2:2][C:11]([C:13]1[CH:18]=[N:17][C:16]([NH:19][C:20](=[O:25])[C:21]([CH3:23])([CH3:22])[CH3:24])=[CH:15][N:14]=1)=[O:10])([CH3:8])([CH3:7])[CH3:6]. The catalyst class is: 1. (6) Reactant: [N+:1]([C:4]1[CH:21]=[CH:20][C:7]2[CH:8]3[CH2:13][CH:12]([C:6]=2[CH:5]=1)[CH2:11][N:10]([C:14](=[O:19])[C:15]([F:18])([F:17])[F:16])[CH2:9]3)([O-])=O.CCOC(C)=O. Product: [F:18][C:15]([F:16])([F:17])[C:14]([N:10]1[CH2:9][CH:8]2[CH2:13][CH:12]([C:6]3[CH:5]=[C:4]([NH2:1])[CH:21]=[CH:20][C:7]=32)[CH2:11]1)=[O:19]. The catalyst class is: 19.